This data is from Forward reaction prediction with 1.9M reactions from USPTO patents (1976-2016). The task is: Predict the product of the given reaction. (1) Given the reactants [NH2:1][C:2]([CH3:16])([CH3:15])[CH2:3][CH2:4][S:5](OC1C=CC=CC=1)(=[O:7])=[O:6].[OH-].[K+].O.Cl, predict the reaction product. The product is: [CH3:15][C:2]1([CH3:16])[CH2:3][CH2:4][S:5](=[O:7])(=[O:6])[NH:1]1. (2) Given the reactants Br[C:2]1[CH:7]=[CH:6][C:5]([C:8]2[N:12]([C:13]3[CH:14]=[CH:15][C:16]([S:19]([NH2:22])(=[O:21])=[O:20])=[N:17][CH:18]=3)[N:11]=[C:10]([C:23]([F:26])([F:25])[F:24])[C:9]=2[Cl:27])=[CH:4][CH:3]=1.C([Sn](CCCC)(CCCC)[C:33]1[N:34]=[CH:35][S:36][CH:37]=1)CCC.[Cl-].[Li+], predict the reaction product. The product is: [Cl:27][C:9]1[C:10]([C:23]([F:26])([F:25])[F:24])=[N:11][N:12]([C:13]2[CH:14]=[CH:15][C:16]([S:19]([NH2:22])(=[O:21])=[O:20])=[N:17][CH:18]=2)[C:8]=1[C:5]1[CH:6]=[CH:7][C:2]([C:33]2[N:34]=[CH:35][S:36][CH:37]=2)=[CH:3][CH:4]=1. (3) Given the reactants [F:1][C:2]1[CH:3]=[N:4][C:5]([O:11][C:12]2[CH:17]=[CH:16][C:15]([F:18])=[CH:14][CH:13]=2)=[C:6]([CH:10]=1)[C:7]([OH:9])=O.[NH2:19][CH:20]([C:23]1[CH:32]=[CH:31][C:26]([C:27]([O:29]C)=[O:28])=[CH:25][CH:24]=1)[CH2:21][CH3:22], predict the reaction product. The product is: [F:1][C:2]1[CH:10]=[C:6]([C:7]([NH:19][CH:20]([C:23]2[CH:32]=[CH:31][C:26]([C:27]([OH:29])=[O:28])=[CH:25][CH:24]=2)[CH2:21][CH3:22])=[O:9])[C:5]([O:11][C:12]2[CH:17]=[CH:16][C:15]([F:18])=[CH:14][CH:13]=2)=[N:4][CH:3]=1. (4) Given the reactants [C:1]([OH:8])(=[O:7])/[CH:2]=[CH:3]\[C:4]([OH:6])=[O:5].[NH2:9][CH2:10][CH2:11][CH2:12][CH2:13][O:14][N:15]1[C:27]2[C:26]3[CH:25]=[CH:24][CH:23]=[CH:22][C:21]=3[N:20]=[C:19]([NH2:28])[C:18]=2[N:17]=[C:16]1[CH2:29][CH2:30][CH2:31][CH3:32].C(O)CCCC, predict the reaction product. The product is: [NH2:9][CH2:10][CH2:11][CH2:12][CH2:13][O:14][N:15]1[C:27]2[C:26]3[CH:25]=[CH:24][CH:23]=[CH:22][C:21]=3[N:20]=[C:19]([NH2:28])[C:18]=2[N:17]=[C:16]1[CH2:29][CH2:30][CH2:31][CH3:32].[C:1]([OH:8])(=[O:7])/[CH:2]=[CH:3]\[C:4]([OH:6])=[O:5].[C:1]([OH:8])(=[O:7])/[CH:2]=[CH:3]\[C:4]([OH:6])=[O:5].[NH2:9][CH2:10][CH2:11][CH2:12][CH2:13][O:14][N:15]1[C:27]2[C:26]3[CH:25]=[CH:24][CH:23]=[CH:22][C:21]=3[N:20]=[C:19]([NH2:28])[C:18]=2[N:17]=[C:16]1[CH2:29][CH2:30][CH2:31][CH3:32].